From a dataset of Forward reaction prediction with 1.9M reactions from USPTO patents (1976-2016). Predict the product of the given reaction. Given the reactants [NH:1]1[CH2:6][CH2:5][CH:4]([OH:7])[CH2:3][CH2:2]1.[O:8]1[CH2:11][CH2:10][C:9]1=O.C(O[BH-](OC(=O)C)OC(=O)C)(=O)C.[Na+], predict the reaction product. The product is: [O:8]1[CH2:11][CH:10]([N:1]2[CH2:6][CH2:5][CH:4]([OH:7])[CH2:3][CH2:2]2)[CH2:9]1.